From a dataset of Forward reaction prediction with 1.9M reactions from USPTO patents (1976-2016). Predict the product of the given reaction. (1) The product is: [S:20]1[CH:24]=[CH:23][CH:22]=[C:21]1[S:25]([N:1]1[CH2:6][CH2:5][CH2:4][CH:3]([N:7]2[C:11]3=[C:12]4[CH:18]=[CH:17][NH:16][C:13]4=[N:14][CH:15]=[C:10]3[NH:9][C:8]2=[O:19])[CH2:2]1)(=[O:27])=[O:26]. Given the reactants [NH:1]1[CH2:6][CH2:5][CH2:4][CH:3]([N:7]2[C:11]3=[C:12]4[CH:18]=[CH:17][NH:16][C:13]4=[N:14][CH:15]=[C:10]3[NH:9][C:8]2=[O:19])[CH2:2]1.[S:20]1[CH:24]=[CH:23][CH:22]=[C:21]1[S:25](Cl)(=[O:27])=[O:26], predict the reaction product. (2) The product is: [CH3:52][O:53][C:54](=[O:55])[C:56]1[CH:57]=[CH:58][CH:59]=[C:60]([C:2]2[C:3]3[CH2:16][CH2:15][N:14]([C:17]4[CH:18]=[N:19][CH:20]=[CH:21][CH:22]=4)[C:4]=3[N:5]=[C:6]([N:8]3[CH2:13][CH2:12][O:11][CH2:10][CH2:9]3)[N:7]=2)[CH:61]=1. Given the reactants Cl[C:2]1[C:3]2[CH2:16][CH2:15][N:14]([C:17]3[CH:18]=[N:19][CH:20]=[CH:21][CH:22]=3)[C:4]=2[N:5]=[C:6]([N:8]2[CH2:13][CH2:12][O:11][CH2:10][CH2:9]2)[N:7]=1.COC1C=CC=C(OC)C=1C1C=CC=CC=1P(C1CCCCC1)C1CCCCC1.[CH3:52][O:53][C:54]([C:56]1[CH:57]=[C:58](B(O)O)[CH:59]=[CH:60][CH:61]=1)=[O:55], predict the reaction product. (3) Given the reactants [Cl:1][C:2]1[CH:7]=[CH:6][C:5]([S:8]([CH:11]([C:21]2[CH:26]=[C:25]([F:27])[CH:24]=[CH:23][C:22]=2[F:28])[C:12]2[N:17]=[C:16]([C:18]([OH:20])=O)[CH:15]=[CH:14][CH:13]=2)(=[O:10])=[O:9])=[CH:4][CH:3]=1.CN1CCOCC1.ON1C2C=CC=CC=2N=N1.Cl.C(N=C=NCCCN(C)C)C.[CH3:58][N:59]1[CH2:64][CH2:63][NH:62][CH2:61][CH2:60]1, predict the reaction product. The product is: [Cl:1][C:2]1[CH:3]=[CH:4][C:5]([S:8]([CH:11]([C:21]2[CH:26]=[C:25]([F:27])[CH:24]=[CH:23][C:22]=2[F:28])[C:12]2[N:17]=[C:16]([C:18]([N:62]3[CH2:63][CH2:64][N:59]([CH3:58])[CH2:60][CH2:61]3)=[O:20])[CH:15]=[CH:14][CH:13]=2)(=[O:10])=[O:9])=[CH:6][CH:7]=1. (4) The product is: [ClH:28].[NH2:17][CH2:16][C:15]1[CH:18]=[CH:19][C:12]([O:11][C:9]2[CH:8]=[CH:7][C:6]3[B:2]([OH:1])[O:3][CH2:4][C:5]=3[CH:10]=2)=[N:13][CH:14]=1. Given the reactants [OH:1][B:2]1[C:6]2[CH:7]=[CH:8][C:9]([O:11][C:12]3[CH:19]=[CH:18][C:15]([C:16]#[N:17])=[CH:14][N:13]=3)=[CH:10][C:5]=2[CH2:4][O:3]1.CCO.C1COCC1.[ClH:28], predict the reaction product. (5) Given the reactants [CH3:1][O:2][C:3]1[CH:16]=[C:15]([O:17][CH3:18])[CH:14]=[CH:13][C:4]=1[CH2:5][NH:6][C:7]1[CH:12]=[CH:11][N:10]=[CH:9][N:8]=1.[Cl:19][C:20]1[CH:25]=[C:24]([F:26])[C:23]([F:27])=[CH:22][C:21]=1[S:28](Cl)(=[O:30])=[O:29].N12CCN(CC1)CC2, predict the reaction product. The product is: [Cl:19][C:20]1[CH:25]=[C:24]([F:26])[C:23]([F:27])=[CH:22][C:21]=1[S:28]([N:6]([CH2:5][C:4]1[CH:13]=[CH:14][C:15]([O:17][CH3:18])=[CH:16][C:3]=1[O:2][CH3:1])[C:7]1[CH:12]=[CH:11][N:10]=[CH:9][N:8]=1)(=[O:30])=[O:29]. (6) Given the reactants [C:1]1([C:7]2[C:12]3[CH:13]=[CH:14][O:15][C:11]=3[C:10](O)=[N:9][N:8]=2)[CH:6]=[CH:5][CH:4]=[CH:3][CH:2]=1.N1C=CC=CC=1.O.O=P(Cl)(Cl)[Cl:26], predict the reaction product. The product is: [Cl:26][C:10]1[C:11]2[O:15][CH:14]=[CH:13][C:12]=2[C:7]([C:1]2[CH:6]=[CH:5][CH:4]=[CH:3][CH:2]=2)=[N:8][N:9]=1.